Task: Predict the product of the given reaction.. Dataset: Forward reaction prediction with 1.9M reactions from USPTO patents (1976-2016) (1) Given the reactants FC(F)(F)S(O[C:7]1[N:12]=[N:11][C:10]2[N:13]([CH:21]3[CH2:25][CH2:24][CH2:23][CH2:22]3)[C:14]3[N:19]=[C:18]([NH2:20])[N:17]=[CH:16][C:15]=3[C:9]=2[CH:8]=1)(=O)=O.N#N.C(N(CC)CC)C.C([O-])(O)=O.[Na+], predict the reaction product. The product is: [CH:21]1([N:13]2[C:10]3[N:11]=[N:12][CH:7]=[CH:8][C:9]=3[C:15]3[CH:16]=[N:17][C:18]([NH2:20])=[N:19][C:14]2=3)[CH2:22][CH2:23][CH2:24][CH2:25]1. (2) Given the reactants [CH3:1][O:2][C:3](=[O:36])[CH2:4][C:5]1[CH:10]=[C:9]([C:11]2[CH:16]=[CH:15][C:14]([C:17]([F:20])([F:19])[F:18])=[CH:13][CH:12]=2)[N:8]=[C:7]([N:21]([CH2:32][CH:33]([CH3:35])[CH3:34])[C:22]2[CH:27]=[CH:26][C:25]([C:28]([F:31])([F:30])[F:29])=[CH:24][CH:23]=2)[CH:6]=1.C[Si]([N-][Si](C)(C)C)(C)C.[K+].Br[CH2:48][C:49]([CH3:51])=[CH2:50], predict the reaction product. The product is: [CH3:1][O:2][C:3](=[O:36])[CH:4]([C:5]1[CH:10]=[C:9]([C:11]2[CH:12]=[CH:13][C:14]([C:17]([F:19])([F:20])[F:18])=[CH:15][CH:16]=2)[N:8]=[C:7]([N:21]([CH2:32][CH:33]([CH3:34])[CH3:35])[C:22]2[CH:27]=[CH:26][C:25]([C:28]([F:31])([F:29])[F:30])=[CH:24][CH:23]=2)[CH:6]=1)[CH2:50][C:49]([CH3:51])=[CH2:48]. (3) Given the reactants [CH3:1][C:2]1[O:6][C:5]([C:7]2[CH:12]=[CH:11][C:10](C)=[CH:9][CH:8]=2)=[N:4][C:3]=1[CH2:14][CH2:15][O:16][C:17]1[CH:22]=[CH:21][C:20]([CH2:23][C@H:24]([NH:30][CH2:31]C2C=CC(F)=CC=2)[C:25]([O:27][CH2:28]C)=[O:26])=[CH:19][CH:18]=1.[F:39][C:40]1[C:47]([F:48])=[CH:46][CH:45]=[CH:44][C:41]=1C=O, predict the reaction product. The product is: [CH3:1][C:2]1[O:6][C:5]([C:7]2[CH:12]=[CH:11][CH:10]=[CH:9][CH:8]=2)=[N:4][C:3]=1[CH2:14][CH2:15][O:16][C:17]1[CH:22]=[CH:21][C:20]([CH2:23][C@H:24]([NH:30][CH2:31][C:46]2[CH:45]=[CH:44][CH:41]=[C:40]([F:39])[C:47]=2[F:48])[C:25]([O:27][CH3:28])=[O:26])=[CH:19][CH:18]=1. (4) Given the reactants [F:1][C:2]1[CH:7]=[C:6]([C:8](=O)[CH2:9][CH:10]([C:18]2[CH:23]=[CH:22][C:21]([C:24]3[CH:29]=[CH:28][C:27]([C:30]([OH:32])=[O:31])=[CH:26][CH:25]=3)=[CH:20][CH:19]=2)[C:11]2[CH:16]=[CH:15][CH:14]=[CH:13][C:12]=2[CH3:17])[C:5]([CH3:34])=[CH:4][N:3]=1.Cl.[NH2:36][OH:37].C([O-])(O)=O.[Na+], predict the reaction product. The product is: [F:1][C:2]1[CH:7]=[C:6]([C:8](=[N:36][OH:37])[CH2:9][CH:10]([C:18]2[CH:23]=[CH:22][C:21]([C:24]3[CH:25]=[CH:26][C:27]([C:30]([OH:32])=[O:31])=[CH:28][CH:29]=3)=[CH:20][CH:19]=2)[C:11]2[CH:16]=[CH:15][CH:14]=[CH:13][C:12]=2[CH3:17])[C:5]([CH3:34])=[CH:4][N:3]=1. (5) Given the reactants [NH2:1][C:2]1[C:7]([N+:8]([O-:10])=[O:9])=[CH:6][C:5]([Cl:11])=[CH:4][C:3]=1[OH:12].Br[CH2:14][C:15](Cl)=[O:16].C(=O)([O-])[O-].[K+].[K+], predict the reaction product. The product is: [Cl:11][C:5]1[CH:6]=[C:7]([N+:8]([O-:10])=[O:9])[C:2]2[NH:1][C:15](=[O:16])[CH2:14][O:12][C:3]=2[CH:4]=1. (6) Given the reactants [C:1]([C:3]1[CH:22]=[CH:21][C:6]([CH2:7][O:8][C:9]2[CH:14]=[CH:13][C:12]([N+:15]([O-])=O)=[C:11]([N+:18]([O-])=O)[CH:10]=2)=[CH:5][CH:4]=1)#[N:2].[CH:23]1([NH:26][C:27]([C:29]2[CH:36]=[CH:35][C:32]([CH:33]=O)=[CH:31][CH:30]=2)=[O:28])[CH2:25][CH2:24]1, predict the reaction product. The product is: [C:1]([C:3]1[CH:22]=[CH:21][C:6]([CH2:7][O:8][C:9]2[CH:14]=[CH:13][C:12]3[N:15]=[C:33]([C:32]4[CH:31]=[CH:30][C:29]([C:27]([NH:26][CH:23]5[CH2:25][CH2:24]5)=[O:28])=[CH:36][CH:35]=4)[NH:18][C:11]=3[CH:10]=2)=[CH:5][CH:4]=1)#[N:2].